This data is from Merck oncology drug combination screen with 23,052 pairs across 39 cell lines. The task is: Regression. Given two drug SMILES strings and cell line genomic features, predict the synergy score measuring deviation from expected non-interaction effect. (1) Drug 1: N#Cc1ccc(Cn2cncc2CN2CCN(c3cccc(Cl)c3)C(=O)C2)cc1. Drug 2: COC1CC2CCC(C)C(O)(O2)C(=O)C(=O)N2CCCCC2C(=O)OC(C(C)CC2CCC(OP(C)(C)=O)C(OC)C2)CC(=O)C(C)C=C(C)C(O)C(OC)C(=O)C(C)CC(C)C=CC=CC=C1C. Cell line: UWB1289. Synergy scores: synergy=51.0. (2) Cell line: OV90. Synergy scores: synergy=1.56. Drug 1: COC12C(COC(N)=O)C3=C(C(=O)C(C)=C(N)C3=O)N1CC1NC12. Drug 2: COC1=C2CC(C)CC(OC)C(O)C(C)C=C(C)C(OC(N)=O)C(OC)C=CC=C(C)C(=O)NC(=CC1=O)C2=O. (3) Drug 1: CCc1c2c(nc3ccc(O)cc13)-c1cc3c(c(=O)n1C2)COC(=O)C3(O)CC. Drug 2: Cn1cc(-c2cnn3c(N)c(Br)c(C4CCCNC4)nc23)cn1. Cell line: COLO320DM. Synergy scores: synergy=1.81. (4) Drug 1: CCC1(O)CC2CN(CCc3c([nH]c4ccccc34)C(C(=O)OC)(c3cc4c(cc3OC)N(C)C3C(O)(C(=O)OC)C(OC(C)=O)C5(CC)C=CCN6CCC43C65)C2)C1. Drug 2: CNC(=O)c1cc(Oc2ccc(NC(=O)Nc3ccc(Cl)c(C(F)(F)F)c3)cc2)ccn1. Cell line: LNCAP. Synergy scores: synergy=-1.76. (5) Drug 1: COC12C(COC(N)=O)C3=C(C(=O)C(C)=C(N)C3=O)N1CC1NC12. Drug 2: C=CCn1c(=O)c2cnc(Nc3ccc(N4CCN(C)CC4)cc3)nc2n1-c1cccc(C(C)(C)O)n1. Cell line: KPL1. Synergy scores: synergy=2.27.